This data is from Catalyst prediction with 721,799 reactions and 888 catalyst types from USPTO. The task is: Predict which catalyst facilitates the given reaction. (1) Reactant: Cl[C:2]1[C:7]2[O:8][C:9]3[N:10]=[C:11]([N:21]4[CH2:26][CH2:25][O:24][CH2:23][CH2:22]4)[C:12]4[CH2:13][CH2:14][C:15]([CH3:20])([CH3:19])[CH2:16][C:17]=4[C:18]=3[C:6]=2[N:5]=[CH:4][N:3]=1.[NH2:27][CH2:28][CH2:29][CH2:30][N:31]1[CH2:35][CH2:34][CH2:33][C:32]1=[O:36]. Product: [CH3:19][C:15]1([CH3:20])[CH2:14][CH2:13][C:12]2[C:11]([N:21]3[CH2:26][CH2:25][O:24][CH2:23][CH2:22]3)=[N:10][C:9]3[O:8][C:7]4[C:2]([NH:27][CH2:28][CH2:29][CH2:30][N:31]5[CH2:35][CH2:34][CH2:33][C:32]5=[O:36])=[N:3][CH:4]=[N:5][C:6]=4[C:18]=3[C:17]=2[CH2:16]1. The catalyst class is: 8. (2) Reactant: F[P-](F)(F)(F)(F)F.N1(O[P+](N(C)C)(N(C)C)N(C)C)C2C=CC=CC=2N=N1.[F:28][CH:29]([F:43])[O:30][C:31]1[CH:36]=[CH:35][C:34]([C:37]2([C:40]([OH:42])=O)[CH2:39][CH2:38]2)=[CH:33][CH:32]=1.Cl.Cl.[NH:46]1[CH2:50][CH2:49][C:48]2([C:58]3[CH:57]=[CH:56][N:55]=[CH:54][C:53]=3[C:52](=[O:59])[O:51]2)[CH2:47]1.CN1CCOCC1.[C:67]([OH:73])([C:69]([F:72])([F:71])[F:70])=[O:68]. Product: [OH:73][C:67]([C:69]([F:72])([F:71])[F:70])=[O:68].[F:43][CH:29]([F:28])[O:30][C:31]1[CH:32]=[CH:33][C:34]([C:37]2([C:40]([N:46]3[CH2:50][CH2:49][C:48]4([C:58]5[CH:57]=[CH:56][N:55]=[CH:54][C:53]=5[C:52](=[O:59])[O:51]4)[CH2:47]3)=[O:42])[CH2:38][CH2:39]2)=[CH:35][CH:36]=1. The catalyst class is: 3. (3) Reactant: [Br:1][C:2]1[CH:7]=[CH:6][C:5](I)=[CH:4][CH:3]=1.[S:9]1[C:13]2[CH:14]=[CH:15][CH:16]=[CH:17][C:12]=2[C:11](B(O)O)=[CH:10]1.C(=O)([O-])[O-].[Na+].[Na+]. Product: [Br:1][C:2]1[CH:7]=[CH:6][C:5]([C:11]2[C:12]3[CH:17]=[CH:16][CH:15]=[CH:14][C:13]=3[S:9][CH:10]=2)=[CH:4][CH:3]=1. The catalyst class is: 398. (4) Reactant: Cl[C:2]1[C:11]2[C:6](=[CH:7][C:8]([O:14][CH3:15])=[C:9]([O:12][CH3:13])[CH:10]=2)[N:5]=[CH:4][CH:3]=1.[F:16][C:17]1[CH:18]=[C:19]([OH:26])[CH:20]=[CH:21][C:22]=1[N+:23]([O-:25])=[O:24]. Product: [F:16][C:17]1[CH:18]=[C:19]([CH:20]=[CH:21][C:22]=1[N+:23]([O-:25])=[O:24])[O:26][C:2]1[C:11]2[C:6](=[CH:7][C:8]([O:14][CH3:15])=[C:9]([O:12][CH3:13])[CH:10]=2)[N:5]=[CH:4][CH:3]=1. The catalyst class is: 400. (5) Reactant: [C:1]([C:5]1[NH:14][C:8]2=[CH:9][N:10]=[C:11]([NH2:13])[CH:12]=[C:7]2[CH:6]=1)([CH3:4])([CH3:3])[CH3:2].[O:15]1[C:19]2[CH:20]=[CH:21][C:22]([C:24]3([C:27](O)=[O:28])[CH2:26][CH2:25]3)=[CH:23][C:18]=2[O:17][CH2:16]1.C(N(CC)CC)C.F[P-](F)(F)(F)(F)F.N1(OC(N(C)C)=[N+](C)C)C2N=CC=CC=2N=N1. Product: [O:15]1[C:19]2[CH:20]=[CH:21][C:22]([C:24]3([C:27]([NH:13][C:11]4[CH:12]=[C:7]5[CH:6]=[C:5]([C:1]([CH3:4])([CH3:2])[CH3:3])[NH:14][C:8]5=[CH:9][N:10]=4)=[O:28])[CH2:25][CH2:26]3)=[CH:23][C:18]=2[O:17][CH2:16]1. The catalyst class is: 10. (6) Reactant: [CH2:1]=[O:2].[C:3]([C:7]1[CH:12]=[CH:11][CH:10]=[CH:9][C:8]=1[OH:13])([CH3:6])([CH3:5])[CH3:4].CC1C=CN=CC=1.[Sn](Cl)Cl. Product: [C:3]([C:7]1[C:8]([OH:13])=[C:9]([CH:10]=[CH:11][CH:12]=1)[CH:1]=[O:2])([CH3:6])([CH3:4])[CH3:5]. The catalyst class is: 715.